This data is from Full USPTO retrosynthesis dataset with 1.9M reactions from patents (1976-2016). The task is: Predict the reactants needed to synthesize the given product. Given the product [Cl:3][C:4]1[CH:13]=[CH:12][C:7]([C:8]([OH:10])=[O:9])=[C:6]([N:14]([CH3:19])[S:15]([CH3:18])(=[O:16])=[O:17])[CH:5]=1, predict the reactants needed to synthesize it. The reactants are: [OH-].[Na+].[Cl:3][C:4]1[CH:13]=[CH:12][C:7]([C:8]([O:10]C)=[O:9])=[C:6]([N:14]([CH3:19])[S:15]([CH3:18])(=[O:17])=[O:16])[CH:5]=1.Cl.